Dataset: Full USPTO retrosynthesis dataset with 1.9M reactions from patents (1976-2016). Task: Predict the reactants needed to synthesize the given product. Given the product [Br:3][C:4]1[N:5]([C:15]2[C:24]3[C:19](=[CH:20][CH:21]=[CH:22][CH:23]=3)[C:18]([CH:25]3[CH2:27][CH2:26]3)=[CH:17][CH:16]=2)[C:6]([S:9][CH2:10][C:11]([OH:13])=[O:12])=[N:7][N:8]=1, predict the reactants needed to synthesize it. The reactants are: [OH-].[Li+].[Br:3][C:4]1[N:5]([C:15]2[C:24]3[C:19](=[CH:20][CH:21]=[CH:22][CH:23]=3)[C:18]([CH:25]3[CH2:27][CH2:26]3)=[CH:17][CH:16]=2)[C:6]([S:9][CH2:10][C:11]([O:13]C)=[O:12])=[N:7][N:8]=1.C1COCC1.Cl.